This data is from Catalyst prediction with 721,799 reactions and 888 catalyst types from USPTO. The task is: Predict which catalyst facilitates the given reaction. (1) Reactant: CC(C[AlH]CC(C)C)C.C1(C)C=CC=CC=1.C([O:19][C:20]([C@@H:22]1[CH2:27][C@H:26]2[C@H:24]([CH2:25]2)[N:23]1[C:28]([O:30][C:31]([CH3:34])([CH3:33])[CH3:32])=[O:29])=O)C.[OH-].[Na+]. Product: [C:31]([O:30][C:28]([N:23]1[C@H:22]([CH2:20][OH:19])[CH2:27][C@H:26]2[C@@H:24]1[CH2:25]2)=[O:29])([CH3:34])([CH3:33])[CH3:32]. The catalyst class is: 49. (2) Reactant: [Cl:1][C:2]1[CH:10]=[C:9]2[C:5]([C:6]([C:11]([OH:13])=O)=[CH:7][NH:8]2)=[CH:4][CH:3]=1.ClC(N(C)C)=C(C)C.[CH3:22][N:23]1[C:31]2([CH2:36][CH2:35][NH:34][CH2:33][CH2:32]2)[C:30]2[C:25](=[CH:26][CH:27]=[CH:28][CH:29]=2)[CH2:24]1.C(N(CC)CC)C. Product: [Cl:1][C:2]1[CH:10]=[C:9]2[C:5]([C:6]([C:11]([N:34]3[CH2:35][CH2:36][C:31]4([C:30]5[C:25](=[CH:26][CH:27]=[CH:28][CH:29]=5)[CH2:24][N:23]4[CH3:22])[CH2:32][CH2:33]3)=[O:13])=[CH:7][NH:8]2)=[CH:4][CH:3]=1. The catalyst class is: 120.